Task: Predict the reaction yield, written as a fraction of the theoretical maximum amount of product (1.0 means a 100% yield; for example, 0.34 means a 34% yield).. Dataset: Reaction yield outcomes from USPTO patents with 853,638 reactions (1) The reactants are [OH:1][CH:2]1[CH2:7][CH2:6][CH2:5][N:4]([C:8]([O:10][C:11]([CH3:14])([CH3:13])[CH3:12])=[O:9])[CH2:3]1.[S:15](Cl)([C:18]1[CH:24]=[CH:23][C:21]([CH3:22])=[CH:20][CH:19]=1)(=[O:17])=[O:16]. The catalyst is N1C=CC=CC=1. The product is [S:15]([O:1][CH:2]1[CH2:7][CH2:6][CH2:5][N:4]([C:8]([O:10][C:11]([CH3:14])([CH3:13])[CH3:12])=[O:9])[CH2:3]1)([C:18]1[CH:24]=[CH:23][C:21]([CH3:22])=[CH:20][CH:19]=1)(=[O:17])=[O:16]. The yield is 0.600. (2) The reactants are [F:1][C:2]1[CH:3]=[C:4]2[C:8](=[CH:9][CH:10]=1)[NH:7][N:6]=[C:5]2[I:11].[F:12][C:13]([F:17])([F:16])[CH2:14]I. No catalyst specified. The product is [F:1][C:2]1[CH:3]=[C:4]2[C:8](=[CH:9][CH:10]=1)[N:7]([CH2:14][C:13]([F:17])([F:16])[F:12])[N:6]=[C:5]2[I:11]. The yield is 0.460. (3) The reactants are [F:1][C:2]1[CH:9]=[CH:8][C:5]([CH:6]=O)=[CH:4][CH:3]=1.[F:10][C:11]1[CH:19]=[C:18]2[C:14]([CH2:15][O:16][C:17]2=[O:20])=[C:13](/[N:21]=[CH:22]/[C:23]2[N:24]([CH3:28])[CH:25]=[CH:26][N:27]=2)[CH:12]=1.[O-:29][CH2:30][CH3:31].[Na+].C(O)C. The catalyst is C(OCC)(=O)CC. The product is [F:10][C:11]1[CH:19]=[C:18]([C:17]([O:16][CH2:15][CH3:14])=[O:20])[C:31]2[C:30](=[O:29])[CH:6]([C:5]3[CH:8]=[CH:9][C:2]([F:1])=[CH:3][CH:4]=3)[CH:22]([C:23]3[N:24]([CH3:28])[CH:25]=[CH:26][N:27]=3)[NH:21][C:13]=2[CH:12]=1. The yield is 0.240. (4) The reactants are [CH3:1][O:2][C:3](=[O:16])[C:4]1[CH:9]=[CH:8][C:7]([C:10](=[O:12])[CH3:11])=[CH:6][C:5]=1[N+:13]([O-:15])=[O:14].[BH4-].[Na+].O. The catalyst is CO. The product is [CH3:1][O:2][C:3](=[O:16])[C:4]1[CH:9]=[CH:8][C:7]([CH:10]([OH:12])[CH3:11])=[CH:6][C:5]=1[N+:13]([O-:15])=[O:14]. The yield is 0.730.